Dataset: Forward reaction prediction with 1.9M reactions from USPTO patents (1976-2016). Task: Predict the product of the given reaction. (1) Given the reactants Cl.[F:2][C:3]1[CH:8]=[CH:7][C:6]([NH:9][C:10]2[CH:15]=[CH:14][N:13]=[C:12]([NH:16][C:17]3[CH:22]=[CH:21][C:20]([S:23](Cl)(=[O:25])=[O:24])=[CH:19][CH:18]=3)[N:11]=2)=[CH:5][C:4]=1[CH3:27].Cl.[CH3:29][N:30]1[CH2:35][CH2:34][CH:33]([NH:36][CH2:37][CH2:38][N:39]2[CH2:43][CH2:42][CH2:41][CH2:40]2)[CH2:32][CH2:31]1, predict the reaction product. The product is: [F:2][C:3]1[CH:8]=[CH:7][C:6]([NH:9][C:10]2[CH:15]=[CH:14][N:13]=[C:12]([NH:16][C:17]3[CH:22]=[CH:21][C:20]([S:23]([N:36]([CH:33]4[CH2:32][CH2:31][N:30]([CH3:29])[CH2:35][CH2:34]4)[CH2:37][CH2:38][N:39]4[CH2:43][CH2:42][CH2:41][CH2:40]4)(=[O:25])=[O:24])=[CH:19][CH:18]=3)[N:11]=2)=[CH:5][C:4]=1[CH3:27]. (2) Given the reactants [C:1]1([C:7]2[N:15]3[C:10]([CH:11]=[CH:12][CH:13]=[CH:14]3)=[CH:9][C:8]=2[CH:16](O)[CH3:17])[CH:6]=[CH:5][CH:4]=[CH:3][CH:2]=1.C1C=CC(P([N:33]=[N+:34]=[N-:35])(C2C=CC=CC=2)=O)=CC=1.C1CCN2C(=NCCC2)CC1, predict the reaction product. The product is: [N:33]([CH:16]([C:8]1[CH:9]=[C:10]2[N:15]([C:7]=1[C:1]1[CH:6]=[CH:5][CH:4]=[CH:3][CH:2]=1)[CH:14]=[CH:13][CH:12]=[CH:11]2)[CH3:17])=[N+:34]=[N-:35]. (3) The product is: [C:15]1([S:21]([C:24]2[C:25]([CH2:32][CH2:33][C:34]([OH:36])=[O:35])=[C:26](/[CH:30]=[C:8]3\[C:9](=[O:14])[NH:10][C:11]4[C:7]\3=[CH:6][C:5]([S:2]([CH3:1])(=[O:4])=[O:3])=[CH:13][CH:12]=4)[NH:27][C:28]=2[CH3:29])(=[O:22])=[O:23])[CH:16]=[CH:17][CH:18]=[CH:19][CH:20]=1. Given the reactants [CH3:1][S:2]([C:5]1[CH:6]=[C:7]2[C:11](=[CH:12][CH:13]=1)[NH:10][C:9](=[O:14])[CH2:8]2)(=[O:4])=[O:3].[C:15]1([S:21]([C:24]2[C:25]([CH2:32][CH2:33][C:34]([OH:36])=[O:35])=[C:26]([CH:30]=O)[NH:27][C:28]=2[CH3:29])(=[O:23])=[O:22])[CH:20]=[CH:19][CH:18]=[CH:17][CH:16]=1.CC(O/N=C(/C(NCC=O)=O)\C1N=C(N)SC=1)(C(O)=O)C.N1CCCCC1, predict the reaction product. (4) Given the reactants Cl[C:2]1[NH:3][C:4]2[CH:10]=[CH:9][CH:8]=[CH:7][C:5]=2[N:6]=1.[N+:11]([C:14]1[CH:20]=[CH:19][C:17]([NH2:18])=[CH:16][CH:15]=1)([O-:13])=[O:12], predict the reaction product. The product is: [N+:11]([C:14]1[CH:20]=[CH:19][C:17]([NH:18][C:2]2[NH:3][C:4]3[CH:10]=[CH:9][CH:8]=[CH:7][C:5]=3[N:6]=2)=[CH:16][CH:15]=1)([O-:13])=[O:12]. (5) Given the reactants [N+:1]([C:4]1[CH:9]=[CH:8][C:7]([C:10](=[O:24])[CH2:11][CH2:12][C:13]([C:15]2[CH:20]=[CH:19][C:18]([N+:21]([O-:23])=[O:22])=[CH:17][CH:16]=2)=[O:14])=[CH:6][CH:5]=1)([O-:3])=[O:2].C1(C(C2C=CC=CC=2)([C@@H]2CCCN2)O)C=CC=CC=1, predict the reaction product. The product is: [N+:1]([C:4]1[CH:9]=[CH:8][C:7]([C@@H:10]([OH:24])[CH2:11][CH2:12][C@@H:13]([C:15]2[CH:20]=[CH:19][C:18]([N+:21]([O-:23])=[O:22])=[CH:17][CH:16]=2)[OH:14])=[CH:6][CH:5]=1)([O-:3])=[O:2]. (6) Given the reactants [S:1]1[CH:5]=[CH:4][C:3]([CH:6]=O)=[CH:2]1.[C:8]([NH:11][CH2:12][C:13]([OH:15])=[O:14])(=O)[CH3:9].C([O-])(=O)C.[Na+], predict the reaction product. The product is: [CH3:9][C:8]1[O:15][C:13](=[O:14])/[C:12](=[CH:6]/[C:3]2[CH:4]=[CH:5][S:1][CH:2]=2)/[N:11]=1.